From a dataset of Forward reaction prediction with 1.9M reactions from USPTO patents (1976-2016). Predict the product of the given reaction. (1) Given the reactants [C:1]12([NH2:11])[CH2:10][CH:5]3[CH2:6][CH:7]([CH2:9][CH:3]([CH2:4]3)[CH2:2]1)[CH2:8]2.Cl[CH2:13][C:14]1[S:18][C:17]([CH3:19])=[N:16][CH:15]=1, predict the reaction product. The product is: [CH3:19][C:17]1[S:18][C:14]([CH2:13][NH:11][C:1]23[CH2:8][CH:7]4[CH2:6][CH:5]([CH2:4][CH:3]([CH2:9]4)[CH2:2]2)[CH2:10]3)=[CH:15][N:16]=1. (2) Given the reactants C1N=CN(C(N2C=[N:11][CH:10]=[CH:9]2)=O)C=1.[K+].[CH2:14]([O:16][C:17](=[O:22])[CH2:18][C:19]([O-:21])=O)[CH3:15].[Mg+2].[Cl-].[Cl-].[CH3:26]COCC.[CH2:31]1[CH2:35][O:34][CH2:33][CH2:32]1, predict the reaction product. The product is: [NH2:11][C:10]1[CH:9]=[CH:31][C:32]([C:19](=[O:21])[CH2:18][C:17]([O:16][CH2:14][CH3:15])=[O:22])=[C:33]([O:34][CH3:35])[CH:26]=1. (3) Given the reactants C([O-])(=O)C.[NH4+].C([O:9][C:10]1[CH:32]=[CH:31][C:13]([C:14]([O:16][CH2:17][C:18]2([CH3:30])[CH2:23][O:22][CH:21]([C:24]3[CH:29]=[CH:28][CH:27]=[CH:26][CH:25]=3)[O:20][CH2:19]2)=[O:15])=[CH:12][CH:11]=1)(=O)C, predict the reaction product. The product is: [OH:9][C:10]1[CH:11]=[CH:12][C:13]([C:14]([O:16][CH2:17][C:18]2([CH3:30])[CH2:19][O:20][CH:21]([C:24]3[CH:25]=[CH:26][CH:27]=[CH:28][CH:29]=3)[O:22][CH2:23]2)=[O:15])=[CH:31][CH:32]=1. (4) The product is: [C:27]([O:11][C@@H:10]([C@@H:9]([N:8]([CH2:1][C:2]1[CH:3]=[CH:4][CH:5]=[CH:6][CH:7]=1)[CH2:15][C:16]1[CH:17]=[CH:18][CH:19]=[CH:20][CH:21]=1)[CH2:12][CH2:13][CH3:14])[C:26]([NH:25][CH:22]1[CH2:24][CH2:23]1)=[O:32])(=[O:29])[CH3:28]. Given the reactants [CH2:1]([N:8]([CH2:15][C:16]1[CH:21]=[CH:20][CH:19]=[CH:18][CH:17]=1)[C@@H:9]([CH2:12][CH2:13][CH3:14])[CH:10]=[O:11])[C:2]1[CH:7]=[CH:6][CH:5]=[CH:4][CH:3]=1.[CH:22]1([N+:25]#[C-:26])[CH2:24][CH2:23]1.[C:27](O)(=[O:29])[CH3:28].C(=O)(O)[O-:32].[Na+], predict the reaction product. (5) Given the reactants [N:1]1[CH:6]=[CH:5][CH:4]=[C:3]([CH3:7])[CH:2]=1.C(NC(C)C)(C)C.[Si:15]([O:22][CH2:23][CH2:24][CH2:25][CH2:26][CH2:27][CH2:28]Br)([C:18]([CH3:21])([CH3:20])[CH3:19])([CH3:17])[CH3:16].C([Li])CCC, predict the reaction product. The product is: [Si:15]([O:22][CH2:23][CH2:24][CH2:25][CH2:26][CH2:27][CH2:28][CH2:7][C:3]1[CH:2]=[N:1][CH:6]=[CH:5][CH:4]=1)([C:18]([CH3:19])([CH3:20])[CH3:21])([CH3:17])[CH3:16].